Dataset: Experimentally validated miRNA-target interactions with 360,000+ pairs, plus equal number of negative samples. Task: Binary Classification. Given a miRNA mature sequence and a target amino acid sequence, predict their likelihood of interaction. The miRNA is cel-miR-1022-5p with sequence AAGAUCAUUGUUAGGACGCCAUC. The protein sequence of the target gene is MMKFTVVAAALLLLGAVRAEEEDKKEDVGTVVGIDLGTTYSCVGVFKNGRVEIIANDQGNRITPSYVAFTPEGERLIGDAAKNQLTSNPENTVFDAKRLIGRTWNDPSVQQDIKFLPFKVVEKKTKPYIQVDIGGGQTKTFAPEEISAMVLTKMKETAEAYLGKKVTHAVVTVPAYFNDAQRQATKDAGTIAGLNVMRIINEPTAAAIAYGLDKREGEKNILVFDLGGGTFDVSLLTIDNGVFEVVATNGDTHLGGEDFDQRVMEHFIKLYKKKTGKDVRKDNRAVQKLRREVEKAKRAL.... Result: 0 (no interaction).